This data is from Full USPTO retrosynthesis dataset with 1.9M reactions from patents (1976-2016). The task is: Predict the reactants needed to synthesize the given product. (1) Given the product [F:1][CH:2]([F:6])[C:3]([Cl:7])=[O:4].[F:1][CH:2]([F:6])[C:3]([F:5])=[O:4], predict the reactants needed to synthesize it. The reactants are: [F:1][CH:2]([F:6])[C:3]([F:5])=[O:4].[Cl-:7].[Ca+2].[Cl-]. (2) Given the product [Cl:1][C:2]1[C:3]([CH3:24])=[N:4][O:5][C:6]=1[NH:7][C:16]([N:39]1[CH2:40][CH2:41][N:36]([C:33]2[S:34][CH:35]=[C:31]([C:25]3[CH:30]=[CH:29][CH:28]=[CH:27][CH:26]=3)[N:32]=2)[CH2:37][CH2:38]1)=[O:18], predict the reactants needed to synthesize it. The reactants are: [Cl:1][C:2]1[C:3]([CH3:24])=[N:4][O:5][C:6]=1[N:7]([C:16]([O:18]CC(Cl)(Cl)Cl)=O)C(OCC(Cl)(Cl)Cl)=O.[C:25]1([C:31]2[N:32]=[C:33]([N:36]3[CH2:41][CH2:40][NH:39][CH2:38][CH2:37]3)[S:34][CH:35]=2)[CH:30]=[CH:29][CH:28]=[CH:27][CH:26]=1.C(N(C(C)C)CC)(C)C.CS(C)=O. (3) Given the product [Cl:20][C:17]1[CH:18]=[C:19]2[C:11]([C:9]([C:4]3[C:3]([F:21])=[C:2]([NH:1][S:30]([C:25]4[CH:24]=[C:23]([F:22])[CH:28]=[C:27]([F:29])[CH:26]=4)(=[O:32])=[O:31])[CH:7]=[CH:6][C:5]=3[F:8])=[O:10])=[CH:12][NH:13][C:14]2=[N:15][CH:16]=1, predict the reactants needed to synthesize it. The reactants are: [NH2:1][C:2]1[C:3]([F:21])=[C:4]([C:9]([C:11]2[C:19]3[C:14](=[N:15][CH:16]=[C:17]([Cl:20])[CH:18]=3)[NH:13][CH:12]=2)=[O:10])[C:5]([F:8])=[CH:6][CH:7]=1.[F:22][C:23]1[CH:24]=[C:25]([S:30](Cl)(=[O:32])=[O:31])[CH:26]=[C:27]([F:29])[CH:28]=1.N1C=CC=CC=1. (4) Given the product [Cl:1][C:2]1[C:7]([NH2:8])=[C:6]([Cl:11])[N:5]=[C:4]([S:12][CH3:13])[N:3]=1, predict the reactants needed to synthesize it. The reactants are: [Cl:1][C:2]1[C:7]([N+:8]([O-])=O)=[C:6]([Cl:11])[N:5]=[C:4]([S:12][CH3:13])[N:3]=1. (5) Given the product [CH2:30]([O:32][C:33]([CH:35]1[CH2:40][CH2:39][CH:38]([N:8]2[CH2:11][CH:10]([NH:12][C:13](=[O:29])[CH2:14][NH:15][C:16]3[C:20]4[CH:21]=[C:22]([C:25]([F:27])([F:26])[F:28])[CH:23]=[CH:24][C:19]=4[O:18][N:17]=3)[CH2:9]2)[CH2:37][CH2:36]1)=[O:34])[CH3:31], predict the reactants needed to synthesize it. The reactants are: OC(C(F)(F)F)=O.[NH:8]1[CH2:11][CH:10]([NH:12][C:13](=[O:29])[CH2:14][NH:15][C:16]2[C:20]3[CH:21]=[C:22]([C:25]([F:28])([F:27])[F:26])[CH:23]=[CH:24][C:19]=3[O:18][N:17]=2)[CH2:9]1.[CH2:30]([O:32][C:33]([CH:35]1[CH2:40][CH2:39][C:38](=O)[CH2:37][CH2:36]1)=[O:34])[CH3:31]. (6) Given the product [Cl:32][C:33]1[CH:34]=[CH:35][C:36]([CH2:48][N:49]2[CH2:50][CH2:51][N:52]([C:2]([O:20][CH:15]([C:16]([F:19])([F:18])[F:17])[C:14]([F:22])([F:21])[F:13])=[O:4])[CH2:53][CH2:54]2)=[C:37]([N:39]2[CH2:44][CH2:43][CH:42]([C:45]([OH:47])=[O:46])[CH2:41][CH2:40]2)[CH:38]=1, predict the reactants needed to synthesize it. The reactants are: Cl[C:2](Cl)([O:4]C(=O)OC(Cl)(Cl)Cl)Cl.[F:13][C:14]([F:22])([F:21])[CH:15]([OH:20])[C:16]([F:19])([F:18])[F:17].CCN(C(C)C)C(C)C.[Cl:32][C:33]1[CH:34]=[CH:35][C:36]([CH2:48][N:49]2[CH2:54][CH2:53][NH:52][CH2:51][CH2:50]2)=[C:37]([N:39]2[CH2:44][CH2:43][CH:42]([C:45]([OH:47])=[O:46])[CH2:41][CH2:40]2)[CH:38]=1.